Task: Predict the product of the given reaction.. Dataset: Forward reaction prediction with 1.9M reactions from USPTO patents (1976-2016) (1) Given the reactants ClCCl.[CH3:4][C:5]1[S:9][C:8]2=[C:10]([NH2:14])[C:11]([CH3:13])=[N:12][N:7]2[CH:6]=1.[C:15](O[C:15]([O:17][C:18]([CH3:21])([CH3:20])[CH3:19])=[O:16])([O:17][C:18]([CH3:21])([CH3:20])[CH3:19])=[O:16].C(N(CC)CC)C, predict the reaction product. The product is: [C:18]([O:17][C:15](=[O:16])[NH:14][C:10]1[C:11]([CH3:13])=[N:12][N:7]2[CH:6]=[C:5]([CH3:4])[S:9][C:8]=12)([CH3:21])([CH3:20])[CH3:19]. (2) Given the reactants Cl.[OH:2][NH2:3].[OH-].[K+].[Cl:6][C:7]1[C:11]([C:12](Cl)=[O:13])=[C:10]([Cl:15])[N:9]([CH3:16])[N:8]=1.Cl, predict the reaction product. The product is: [Cl:6][C:7]1[C:11]([C:12]([NH:3][OH:2])=[O:13])=[C:10]([Cl:15])[N:9]([CH3:16])[N:8]=1.